Dataset: Full USPTO retrosynthesis dataset with 1.9M reactions from patents (1976-2016). Task: Predict the reactants needed to synthesize the given product. (1) Given the product [Cl:25][C:18]1[CH:17]=[C:16]([C:13]([C:5]2[CH:4]=[C:3]([CH:8]=[C:7]([O:9][CH:10]([CH3:12])[CH3:11])[CH:6]=2)[CH2:2][N:26]2[CH2:31][CH2:30][O:29][CH2:28][CH2:27]2)([CH3:15])[CH3:14])[CH:21]=[C:20]([N+:22]([O-:24])=[O:23])[CH:19]=1, predict the reactants needed to synthesize it. The reactants are: Br[CH2:2][C:3]1[CH:8]=[C:7]([O:9][CH:10]([CH3:12])[CH3:11])[CH:6]=[C:5]([C:13]([C:16]2[CH:21]=[C:20]([N+:22]([O-:24])=[O:23])[CH:19]=[C:18]([Cl:25])[CH:17]=2)([CH3:15])[CH3:14])[CH:4]=1.[NH:26]1[CH2:31][CH2:30][O:29][CH2:28][CH2:27]1.CCN(C(C)C)C(C)C. (2) Given the product [O:1]=[C:2]1[N:8]([CH:9]2[CH2:10][CH2:11][N:12]([C:15]([O:17][C@H:18]([CH2:19][C:20]3[CH:28]=[C:27]([CH3:29])[C:23]4[NH:24][CH:25]=[N:26][C:22]=4[CH:21]=3)[C:30]([N:79]3[CH2:78][CH2:77][CH:76]([CH:73]4[CH2:72][CH2:71][N:70]([S:67]([CH3:66])(=[O:69])=[O:68])[CH2:75][CH2:74]4)[CH2:81][CH2:80]3)=[O:31])=[O:16])[CH2:13][CH2:14]2)[CH2:7][CH2:6][C:5]2[CH:33]=[CH:34][CH:35]=[CH:36][C:4]=2[NH:3]1, predict the reactants needed to synthesize it. The reactants are: [O:1]=[C:2]1[N:8]([CH:9]2[CH2:14][CH2:13][N:12]([C:15]([O:17][C@@H:18]([C:30](O)=[O:31])[CH2:19][C:20]3[CH:28]=[C:27]([CH3:29])[C:23]4[NH:24][CH:25]=[N:26][C:22]=4[CH:21]=3)=[O:16])[CH2:11][CH2:10]2)[CH2:7][CH2:6][C:5]2[CH:33]=[CH:34][CH:35]=[CH:36][C:4]=2[NH:3]1.CN(C(ON1N=NC2C=CC=CC1=2)=[N+](C)C)C.[B-](F)(F)(F)F.C(N(CC)CC)C.[CH3:66][S:67]([N:70]1[CH2:75][CH2:74][CH:73]([CH:76]2[CH2:81][CH2:80][NH:79][CH2:78][CH2:77]2)[CH2:72][CH2:71]1)(=[O:69])=[O:68]. (3) Given the product [F:20][C:18]1[CH:19]=[C:14]([CH:15]=[C:16]([F:21])[CH:17]=1)[CH2:13][NH:12][C:11]1[CH:10]=[C:9]([NH:22][C:23]2[CH:24]=[CH:25][C:26]([N:29]3[CH2:34][CH2:33][O:32][CH2:31][CH2:30]3)=[CH:27][CH:28]=2)[N:8]=[CH:7][C:6]=1[C:4]([OH:5])=[O:3], predict the reactants needed to synthesize it. The reactants are: C([O:3][C:4]([C:6]1[CH:7]=[N:8][C:9]([NH:22][C:23]2[CH:28]=[CH:27][C:26]([N:29]3[CH2:34][CH2:33][O:32][CH2:31][CH2:30]3)=[CH:25][CH:24]=2)=[CH:10][C:11]=1[NH:12][CH2:13][C:14]1[CH:19]=[C:18]([F:20])[CH:17]=[C:16]([F:21])[CH:15]=1)=[O:5])C. (4) Given the product [Cl:19][C:20]1[CH:21]=[C:22]([N:26]2[C:30]([CH2:31][NH:32][C:10]([NH:9][C:6]3[CH:7]=[N:8][C:3]([C:1]#[N:2])=[CH:4][CH:5]=3)=[O:18])=[CH:29][C:28]([C:33]([F:34])([F:35])[F:36])=[N:27]2)[CH:23]=[CH:24][CH:25]=1, predict the reactants needed to synthesize it. The reactants are: [C:1]([C:3]1[N:8]=[CH:7][C:6]([NH:9][C:10](=[O:18])OC2C=CC=CC=2)=[CH:5][CH:4]=1)#[N:2].[Cl:19][C:20]1[CH:21]=[C:22]([N:26]2[C:30]([CH2:31][NH2:32])=[CH:29][C:28]([C:33]([F:36])([F:35])[F:34])=[N:27]2)[CH:23]=[CH:24][CH:25]=1. (5) Given the product [NH2:30][C:31]1[N:32]=[C:33]([Cl:44])[C:34]([CH2:38][C:39]([O:41][CH2:42][CH3:43])=[O:40])=[C:35]([NH:13][CH2:12][C:7]2[C:6]([CH3:14])=[C:5]([O:4][CH3:3])[C:10]([CH3:11])=[CH:9][N:8]=2)[N:36]=1, predict the reactants needed to synthesize it. The reactants are: Cl.Cl.[CH3:3][O:4][C:5]1[C:10]([CH3:11])=[CH:9][N:8]=[C:7]([CH2:12][NH2:13])[C:6]=1[CH3:14].CC([O-])(C)C.[K+].C(N(C(C)C)C(C)C)C.[NH2:30][C:31]1[N:36]=[C:35](Cl)[C:34]([CH2:38][C:39]([O:41][CH2:42][CH3:43])=[O:40])=[C:33]([Cl:44])[N:32]=1. (6) Given the product [N:3]1[CH:20]=[CH:19][N:7]=[CH:6][C:2]=1[C:2]1[N:3]=[CH:4][S:5][C:6]=1[NH:7][C:8](=[O:14])[O:9][C:10]([CH3:13])([CH3:12])[CH3:11], predict the reactants needed to synthesize it. The reactants are: Br[C:2]1[N:3]=[CH:4][S:5][C:6]=1[NH:7][C:8](=[O:14])[O:9][C:10]([CH3:13])([CH3:12])[CH3:11].O1[CH2:20][CH2:19]OCC1. (7) Given the product [CH3:12][O:26][C:25](=[O:27])[CH2:24][CH2:23][C:22]([CH2:21][NH:20][C:9](=[O:11])[C:6]1[CH:7]=[CH:8][C:3]([O:2][CH3:1])=[CH:4][CH:5]=1)=[O:28], predict the reactants needed to synthesize it. The reactants are: [CH3:1][O:2][C:3]1[CH:4]=[CH:5][C:6]([C:9]([OH:11])=O)=[CH:7][CH:8]=1.[C:12](Cl)(=O)C(Cl)=O.CCl.[NH2:20][CH2:21][C:22](=[O:28])[CH2:23][CH2:24][C:25]([OH:27])=[O:26].C(N(CC)CC)C. (8) Given the product [CH3:1][O:2][C:3]([C:4]1[CH:9]=[CH:8][C:7]2[C:13]([CH2:15][C:23]3[CH:28]=[CH:27][CH:26]=[CH:25][CH:24]=3)([CH3:14])[CH2:12][O:11][C:6]=2[CH:5]=1)=[O:16], predict the reactants needed to synthesize it. The reactants are: [CH3:1][O:2][C:3](=[O:16])[C:4]1[CH:9]=[CH:8][C:7](I)=[C:6]([O:11][CH2:12][C:13]([CH3:15])=[CH2:14])[CH:5]=1.C(=O)([O-])[O-].[K+].[K+].[C:23]1(B(O)O)[CH:28]=[CH:27][CH:26]=[CH:25][CH:24]=1. (9) The reactants are: Br[C:2]1[CH:7]=[CH:6][CH:5]=[CH:4][N:3]=1.[CH2:8]([OH:13])[CH2:9][CH2:10][C:11]#[CH:12]. Given the product [N:3]1[CH:4]=[CH:5][CH:6]=[CH:7][C:2]=1[C:12]#[C:11][CH2:10][CH2:9][CH2:8][OH:13], predict the reactants needed to synthesize it.